From a dataset of Forward reaction prediction with 1.9M reactions from USPTO patents (1976-2016). Predict the product of the given reaction. (1) Given the reactants [Cl:1][C:2]1[CH:7]=[CH:6][CH:5]=[CH:4][C:3]=1[C@H:8]([O:10][C:11]1[CH:15]=[C:14]([N:16]2[C:20]3[CH:21]=[CH:22][C:23]([C:25]4[CH:26]=[N:27][C:28](Cl)=[N:29][CH:30]=4)=[CH:24][C:19]=3[N:18]=[CH:17]2)[S:13][C:12]=1[C:32]([NH2:34])=[O:33])[CH3:9].C[NH:36][CH2:37][CH2:38][NH:39][CH3:40].[CH3:41]CO, predict the reaction product. The product is: [Cl:1][C:2]1[CH:7]=[CH:6][CH:5]=[CH:4][C:3]=1[C@H:8]([O:10][C:11]1[CH:15]=[C:14]([N:16]2[C:20]3[CH:21]=[CH:22][C:23]([C:25]4[CH:26]=[N:27][C:28]([NH:36][CH2:37][CH2:38][N:39]([CH3:40])[CH3:41])=[N:29][CH:30]=4)=[CH:24][C:19]=3[N:18]=[CH:17]2)[S:13][C:12]=1[C:32]([NH2:34])=[O:33])[CH3:9]. (2) Given the reactants [C:1](#[N:5])[CH2:2][C:3]#[N:4].[H-].[Na+].[C:8](Cl)(=[O:12])[CH:9]([CH3:11])[CH3:10], predict the reaction product. The product is: [OH:12][C:8](=[C:2]([C:1]#[N:5])[C:3]#[N:4])[CH:9]([CH3:11])[CH3:10]. (3) Given the reactants [Cl:1][C:2]1[CH:7]=[CH:6][C:5]([CH2:8]O)=[CH:4][C:3]=1[O:10][C:11]([F:14])([F:13])[F:12].[Br:15]C1C=C(CBr)C=CC=1OC(F)(F)F, predict the reaction product. The product is: [Cl:1][C:2]1[CH:7]=[CH:6][C:5]([CH2:8][Br:15])=[CH:4][C:3]=1[O:10][C:11]([F:14])([F:13])[F:12]. (4) Given the reactants Br[C:2]1[CH:31]=[CH:30][C:5]2[C:6]([CH3:29])=[C:7]([CH2:9][CH2:10][CH2:11][O:12][C:13]3[CH:18]=[CH:17][C:16]([O:19][C:20]([CH3:27])([CH3:26])[C:21]([O:23][CH2:24][CH3:25])=[O:22])=[C:15]([CH3:28])[CH:14]=3)[S:8][C:4]=2[CH:3]=1.BrCCCC1SC2C=C([C:46]([F:49])([F:48])[F:47])C=CC=2C=1C, predict the reaction product. The product is: [CH3:27][C:20]([O:19][C:16]1[CH:17]=[CH:18][C:13]([O:12][CH2:11][CH2:10][CH2:9][C:7]2[S:8][C:4]3[CH:3]=[C:2]([C:46]([F:49])([F:48])[F:47])[CH:31]=[CH:30][C:5]=3[C:6]=2[CH3:29])=[CH:14][C:15]=1[CH3:28])([CH3:26])[C:21]([O:23][CH2:24][CH3:25])=[O:22]. (5) Given the reactants N(C(OC(C)C)=O)=NC(OC(C)C)=O.[OH:15][C:16]([C:23]1[S:24][C:25]([N+:28]([O-:30])=[O:29])=[CH:26][CH:27]=1)([CH3:22])[C:17]([O:19][CH2:20][CH3:21])=[O:18].[CH3:31][O:32][C:33]1[CH:34]=[CH:35][C:36](/[CH:40]=[CH:41]\[C:42]2[CH:43]=[C:44]([O:52][CH3:53])[C:45]([O:50][CH3:51])=[C:46]([O:48][CH3:49])[CH:47]=2)=[CH:37][C:38]=1O.C1(P(C2C=CC=CC=2)C2C=CC=CC=2)C=CC=CC=1, predict the reaction product. The product is: [CH2:20]([O:19][C:17]([C:16]([C:23]1[S:24][C:25]([N+:28]([O-:30])=[O:29])=[CH:26][CH:27]=1)([O:15][C:34]1[CH:35]=[C:36](/[CH:40]=[CH:41]\[C:42]2[CH:43]=[C:44]([O:52][CH3:53])[C:45]([O:50][CH3:51])=[C:46]([O:48][CH3:49])[CH:47]=2)[CH:37]=[CH:38][C:33]=1[O:32][CH3:31])[CH3:22])=[O:18])[CH3:21]. (6) Given the reactants [BH4-].[Na+].[O:3]([C:21]1[CH:28]=[C:27]([O:29][CH3:30])[C:24]([CH:25]=[O:26])=[C:23]([O:31][CH3:32])[CH:22]=1)[Si:4]([C:17]([CH3:20])([CH3:19])[CH3:18])([C:11]1[CH:16]=[CH:15][CH:14]=[CH:13][CH:12]=1)[C:5]1[CH:10]=[CH:9][CH:8]=[CH:7][CH:6]=1.O, predict the reaction product. The product is: [O:3]([C:21]1[CH:22]=[C:23]([O:31][CH3:32])[C:24]([CH2:25][OH:26])=[C:27]([O:29][CH3:30])[CH:28]=1)[Si:4]([C:17]([CH3:20])([CH3:19])[CH3:18])([C:11]1[CH:12]=[CH:13][CH:14]=[CH:15][CH:16]=1)[C:5]1[CH:6]=[CH:7][CH:8]=[CH:9][CH:10]=1. (7) Given the reactants [CH:1]1([C:7]2([CH3:10])[CH2:9][O:8]2)[CH2:6][CH2:5][CH2:4][CH2:3][CH2:2]1.[N-]=[N+]=[N-].[Na+], predict the reaction product. The product is: [CH:1]1([C@@:7]2([CH3:10])[CH2:9][O:8]2)[CH2:6][CH2:5][CH2:4][CH2:3][CH2:2]1.